This data is from Reaction yield outcomes from USPTO patents with 853,638 reactions. The task is: Predict the reaction yield, written as a fraction of the theoretical maximum amount of product (1.0 means a 100% yield; for example, 0.34 means a 34% yield). (1) The reactants are Br[C:2]1[CH:7]=[CH:6][CH:5]=[CH:4][N:3]=1.[CH2:8]([C:12]1[O:13][C:14]2[C:20]([CH:21]([CH3:23])[CH3:22])=[CH:19][CH:18]=[CH:17][C:15]=2[N:16]=1)[CH2:9][C:10]#[CH:11]. No catalyst specified. The product is [CH:21]([C:20]1[C:14]2[O:13][C:12]([CH2:8][CH2:9][C:10]#[C:11][C:2]3[CH:7]=[CH:6][CH:5]=[CH:4][N:3]=3)=[N:16][C:15]=2[CH:17]=[CH:18][CH:19]=1)([CH3:23])[CH3:22]. The yield is 0.0600. (2) The reactants are [Cl:1][C:2]1[CH:7]=[CH:6][C:5]([N:8]2[C:12]([S:13]([CH3:16])(=[O:15])=[O:14])=[C:11]([C:17]([OH:19])=O)[N:10]=[C:9]2[C:20]2[CH:25]=[CH:24][C:23]([Cl:26])=[CH:22][C:21]=2[Cl:27])=[CH:4][CH:3]=1.C(N(CC)C(C)C)(C)C.F[P-](F)(F)(F)(F)F.N1(OC(N(C)C)=[N+](C)C)[C:48]2[CH:49]=[CH:50][CH:51]=C[C:47]=2[N:46]=[N:45]1.NN1CCCCC1. The catalyst is CC#N. The product is [Cl:1][C:2]1[CH:3]=[CH:4][C:5]([N:8]2[C:12]([S:13]([CH3:16])(=[O:15])=[O:14])=[C:11]([C:17]([NH:45][N:46]3[CH2:51][CH2:50][CH2:49][CH2:48][CH2:47]3)=[O:19])[N:10]=[C:9]2[C:20]2[CH:25]=[CH:24][C:23]([Cl:26])=[CH:22][C:21]=2[Cl:27])=[CH:6][CH:7]=1. The yield is 0.840. (3) The yield is 0.928. The product is [CH2:30]([C@@H:25]1[CH2:24][O:29][C:27](=[O:28])[N:26]1[C:15](=[O:23])/[CH:16]=[CH:17]/[CH2:18][CH2:19][CH2:20][CH3:21])[C:31]1[CH:32]=[CH:33][CH:34]=[CH:35][CH:36]=1. The reactants are C(N(CC)CC)C.CC(C)(C)C(Cl)=O.[C:15]([OH:23])(=O)[CH:16]=[CH:17][CH2:18][CH2:19][CH2:20][CH3:21].[CH2:24]1[O:29][C:27](=[O:28])[NH:26][CH:25]1[CH2:30][C:31]1[CH:36]=[CH:35][CH:34]=[CH:33][CH:32]=1.[Li]CCCC. The catalyst is C1COCC1.CCOC(C)=O.CCCCCC. (4) The reactants are C([N:4](CC)C(C)C)(C)C.F[P-](F)(F)(F)(F)F.N1(OC(N(C)C)=[N+](C)C)C2N=CC=CC=2N=N1.[CH3:34][C:35]([O:38][C:39]([C:41]1[CH:49]=[CH:48][C:44]([C:45](O)=[O:46])=[C:43]([N+:50]([O-:52])=[O:51])[CH:42]=1)=[O:40])([CH3:37])[CH3:36]. The catalyst is CN(C)C=O. The product is [NH2:4][C:45]([C:44]1[CH:48]=[CH:49][C:41]([C:39]([O:38][C:35]([CH3:37])([CH3:36])[CH3:34])=[O:40])=[CH:42][C:43]=1[N+:50]([O-:52])=[O:51])=[O:46]. The yield is 0.780.